Dataset: Full USPTO retrosynthesis dataset with 1.9M reactions from patents (1976-2016). Task: Predict the reactants needed to synthesize the given product. (1) Given the product [C:1]([O:5][C:6]([N:8]1[CH2:13][CH2:12][N:11]([C:14]2[C:36]([F:37])=[CH:35][C:17]3[N:18]=[C:19]([C:21]4[C:25]([NH2:26])=[CH:24][N:23]([CH:29]5[CH2:34][CH2:33][CH2:32][CH2:31][O:30]5)[N:22]=4)[NH:20][C:16]=3[CH:15]=2)[CH2:10][CH2:9]1)=[O:7])([CH3:4])([CH3:2])[CH3:3], predict the reactants needed to synthesize it. The reactants are: [C:1]([O:5][C:6]([N:8]1[CH2:13][CH2:12][N:11]([C:14]2[C:36]([F:37])=[CH:35][C:17]3[N:18]=[C:19]([C:21]4[C:25]([N+:26]([O-])=O)=[CH:24][N:23]([CH:29]5[CH2:34][CH2:33][CH2:32][CH2:31][O:30]5)[N:22]=4)[NH:20][C:16]=3[CH:15]=2)[CH2:10][CH2:9]1)=[O:7])([CH3:4])([CH3:3])[CH3:2].[H][H]. (2) Given the product [C:1]([O:5][C:6]([N:8]1[CH2:13][CH2:12][CH:11]([O:14][C:15]2[C:16]([CH:23]=[N:32][C:33]([O:77][Si:50]([CH3:52])([CH3:51])[CH3:49])=[CH2:34])=[C:17]([F:22])[C:18]([Cl:21])=[CH:19][CH:20]=2)[CH2:10][CH2:9]1)=[O:7])([CH3:3])([CH3:2])[CH3:4], predict the reactants needed to synthesize it. The reactants are: [C:1]([O:5][C:6]([N:8]1[CH2:13][CH2:12][CH:11]([O:14][C:15]2[CH:20]=[CH:19][C:18]([Cl:21])=[C:17]([F:22])[C:16]=2[CH:23]=O)[CH2:10][CH2:9]1)=[O:7])([CH3:4])([CH3:3])[CH3:2].C(OC([N:32]1CCC(COC2C=CC(I)=CC=2C=O)[CH2:34][CH2:33]1)=O)(C)(C)C.[CH3:49][Si:50](N[Si](C)(C)C)([CH3:52])[CH3:51].C([Li])CCC.C[Si](Cl)(C)C.C(N(CC)CC)C.C(Cl)(=[O:77])C. (3) Given the product [CH2:4]([C:5]1[CH:10]=[CH:9][C:8]2[O:11][CH2:12][C:13](=[O:16])[CH2:14][O:15][C:7]=2[CH:6]=1)[CH2:3][CH2:2][CH2:1][CH2:17][CH3:18], predict the reactants needed to synthesize it. The reactants are: [CH3:1][CH:2]1[C:10]2[CH:9]=[C:8]3[O:11][CH2:12][C:13](=[O:16])[CH2:14][O:15][C:7]3=[CH:6][C:5]=2[CH2:4][CH2:3]1.[CH3:17][CH:18](C)CCC1C=CC2OCC(=O)COC=2C=1. (4) Given the product [Cl:1][C:2]1[C:3]([F:10])=[C:4]([C:5]([O:8][CH3:9])=[CH:6][CH:7]=1)[CH:21]=[O:22], predict the reactants needed to synthesize it. The reactants are: [Cl:1][C:2]1[CH:7]=[CH:6][C:5]([O:8][CH3:9])=[CH:4][C:3]=1[F:10].C(NC(C)C)(C)C.[Li].CN(C)[CH:21]=[O:22].C(O)(=O)C. (5) The reactants are: [CH3:1][C:2]1[C:10]2[C:5](=[N:6][CH:7]=[CH:8][C:9]=2[N:11]2[CH:15]=[C:14]([C:16]3[CH:21]=[CH:20][CH:19]=[CH:18][CH:17]=3)[N:13]=[CH:12]2)[NH:4][CH:3]=1.[H-].[Na+].[Br:24][C:25]1[CH:32]=[C:31](F)[CH:30]=[CH:29][C:26]=1[C:27]#[N:28]. Given the product [Br:24][C:25]1[CH:32]=[C:31]([N:4]2[C:5]3=[N:6][CH:7]=[CH:8][C:9]([N:11]4[CH:15]=[C:14]([C:16]5[CH:17]=[CH:18][CH:19]=[CH:20][CH:21]=5)[N:13]=[CH:12]4)=[C:10]3[C:2]([CH3:1])=[CH:3]2)[CH:30]=[CH:29][C:26]=1[C:27]#[N:28], predict the reactants needed to synthesize it.